Dataset: Forward reaction prediction with 1.9M reactions from USPTO patents (1976-2016). Task: Predict the product of the given reaction. Given the reactants Cl[C:2]1[N:10]([CH2:11][C:12]2[CH:17]=[CH:16][C:15]([Cl:18])=[CH:14][CH:13]=2)[C:9]2[C:8](=[O:19])[N:7]([CH2:20][CH2:21][CH2:22][OH:23])[C:6](=[O:24])[N:5]([CH2:25][CH3:26])[C:4]=2[N:3]=1.[CH3:27][C:28]1[CH:29]=[C:30]([OH:34])[CH:31]=[N:32][CH:33]=1.C(=O)([O-])[O-].[K+].[K+].C(OCC)(=O)C, predict the reaction product. The product is: [Cl:18][C:15]1[CH:16]=[CH:17][C:12]([CH2:11][N:10]2[C:9]3[C:8](=[O:19])[N:7]([CH2:20][CH2:21][CH2:22][OH:23])[C:6](=[O:24])[N:5]([CH2:25][CH3:26])[C:4]=3[N:3]=[C:2]2[O:34][C:30]2[CH:31]=[N:32][CH:33]=[C:28]([CH3:27])[CH:29]=2)=[CH:13][CH:14]=1.